From a dataset of Reaction yield outcomes from USPTO patents with 853,638 reactions. Predict the reaction yield, written as a fraction of the theoretical maximum amount of product (1.0 means a 100% yield; for example, 0.34 means a 34% yield). (1) The reactants are [CH2:1]([CH:8]([C:16]([OH:18])=[O:17])[C:9]([CH2:14][CH3:15])(O)[C:10]([OH:12])=O)[C:2]1[CH:7]=[CH:6][CH:5]=[CH:4][CH:3]=1. The catalyst is C(OC(=O)C)(=O)C. The product is [CH2:1]([C:8]1[C:16]([O:18][C:10](=[O:12])[C:9]=1[CH2:14][CH3:15])=[O:17])[C:2]1[CH:3]=[CH:4][CH:5]=[CH:6][CH:7]=1. The yield is 0.790. (2) The reactants are [CH2:1]([CH2:8][C:9]([O:11]CC)=[O:10])[C:2]1[CH:7]=[CH:6][N:5]=[CH:4][CH:3]=1.[N:14]([C:17]1[CH:22]=[CH:21][CH:20]=[CH:19][C:18]=1[F:23])=[N+:15]=[N-:16].[O-]CC.[Na+].[OH-].[Na+]. The catalyst is CCO.O. The product is [F:23][C:18]1[CH:19]=[CH:20][CH:21]=[CH:22][C:17]=1[N:14]1[C:1]([C:2]2[CH:3]=[CH:4][N:5]=[CH:6][CH:7]=2)=[C:8]([C:9]([OH:11])=[O:10])[N:16]=[N:15]1. The yield is 0.770. (3) The reactants are [N+:1]([C:4]1[CH:14]=[CH:13][C:7]([O:8][CH2:9][C:10]([OH:12])=O)=[CH:6][CH:5]=1)([O-:3])=[O:2].[CH3:15][O:16][C:17](=[O:25])[C:18]1[CH:23]=[CH:22][CH:21]=[C:20]([NH2:24])[CH:19]=1.C1C=CC2N(O)N=NC=2C=1.CCN(C(C)C)C(C)C.C(Cl)CCl. The catalyst is CN(C=O)C. The product is [CH3:15][O:16][C:17](=[O:25])[C:18]1[CH:23]=[CH:22][CH:21]=[C:20]([NH:24][C:10](=[O:12])[CH2:9][O:8][C:7]2[CH:6]=[CH:5][C:4]([N+:1]([O-:3])=[O:2])=[CH:14][CH:13]=2)[CH:19]=1. The yield is 0.890. (4) The reactants are Br[C:2]1[CH:3]=[N:4][CH:5]=[C:6]([O:8][CH2:9][C@@H:10]2[CH2:14][CH2:13][CH2:12][N:11]2[C:15]([O:17][C:18]([CH3:21])([CH3:20])[CH3:19])=[O:16])[CH:7]=1.[CH3:22][O:23][C:24]1[CH:39]=[CH:38][C:27]([CH2:28][O:29][CH2:30][CH2:31][CH:32]2[CH2:37][CH2:36][NH:35][CH2:34][CH2:33]2)=[CH:26][CH:25]=1.CC(C)([O-])C.[Na+]. The catalyst is C1(C)C=CC=CC=1.C1C=CC(/C=C/C(/C=C/C2C=CC=CC=2)=O)=CC=1.C1C=CC(/C=C/C(/C=C/C2C=CC=CC=2)=O)=CC=1.C1C=CC(/C=C/C(/C=C/C2C=CC=CC=2)=O)=CC=1.[Pd].[Pd].C1(P(C2C=CC=CC=2)C2C3OC4C(=CC=CC=4P(C4C=CC=CC=4)C4C=CC=CC=4)C(C)(C)C=3C=CC=2)C=CC=CC=1. The product is [C:18]([O:17][C:15]([N:11]1[CH2:12][CH2:13][CH2:14][C@H:10]1[CH2:9][O:8][C:6]1[CH:5]=[N:4][CH:3]=[C:2]([N:35]2[CH2:36][CH2:37][CH:32]([CH2:31][CH2:30][O:29][CH2:28][C:27]3[CH:38]=[CH:39][C:24]([O:23][CH3:22])=[CH:25][CH:26]=3)[CH2:33][CH2:34]2)[CH:7]=1)=[O:16])([CH3:21])([CH3:20])[CH3:19]. The yield is 0.840. (5) The reactants are [C:1]1([C:7]2[C:11]([C:12]([F:15])([F:14])[F:13])=[C:10]([CH2:16][OH:17])[O:9][N:8]=2)[CH:6]=[CH:5][CH:4]=[CH:3][CH:2]=1.CC(OI1(OC(C)=O)(OC(C)=O)OC(=O)C2C=CC=CC1=2)=O.C([O-])(O)=O.[Na+].S([O-])([O-])(=O)=S.[Na+].[Na+]. The catalyst is ClCCl.CC(OI1(OC(C)=O)(OC(C)=O)OC(=O)C2C=CC=CC1=2)=O. The product is [C:1]1([C:7]2[C:11]([C:12]([F:15])([F:13])[F:14])=[C:10]([CH:16]=[O:17])[O:9][N:8]=2)[CH:2]=[CH:3][CH:4]=[CH:5][CH:6]=1. The yield is 0.970. (6) The yield is 0.690. The product is [O:14]1[CH:15]=[CH:16][CH:17]=[C:13]1[C:11]([C:3]1[C:4]2[CH2:10][CH2:9][CH2:8][CH2:7][C:5]=2[S:6][C:2]=1[NH:1][C:25](=[O:27])[CH3:26])=[O:12]. The catalyst is ClCCl. The reactants are [NH2:1][C:2]1[S:6][C:5]2[CH2:7][CH2:8][CH2:9][CH2:10][C:4]=2[C:3]=1[C:11]([C:13]1[O:14][CH:15]=[CH:16][CH:17]=1)=[O:12].C(N(CC)CC)C.[C:25](Cl)(=[O:27])[CH3:26]. (7) The reactants are I[C:2]1[CH:7]=[CH:6][N:5]=[CH:4][CH:3]=1.[Li]CCCC.[F:13][C:14]1[CH:19]=[CH:18][C:17]([C:20]2[CH:24]=[C:23]([C:25](=O)[CH3:26])[O:22][N:21]=2)=[CH:16][CH:15]=1. The catalyst is C1COCC1. The product is [F:13][C:14]1[CH:15]=[CH:16][C:17]([C:20]2[CH:24]=[C:23]([CH:25]([C:2]3[CH:7]=[CH:6][N:5]=[CH:4][CH:3]=3)[CH3:26])[O:22][N:21]=2)=[CH:18][CH:19]=1. The yield is 0.290. (8) The reactants are [C:1]([C:4]1[C:21](=[O:22])[C@:20]2([OH:23])[C@@H:7]([CH2:8][C@H:9]3[C:18](=[C:19]2[OH:24])[C:17](=[O:25])[C:16]2[C:15]([OH:26])=[C:14]([NH:27][C:28]([C@@H:30]4[CH2:34][CH2:33][CH2:32][N:31]4C(OCC4C=CC=CC=4)=O)=[O:29])[CH:13]=[C:12]([N:45]([CH3:47])[CH3:46])[C:11]=2[CH2:10]3)[C@H:6]([N:48]([CH3:50])[CH3:49])[C:5]=1[OH:51])(=[O:3])[NH2:2]. The catalyst is CO.[Pd]. The product is [C:1]([C:4]1[C:21](=[O:22])[C@:20]2([OH:23])[C@@H:7]([CH2:8][C@H:9]3[C:18](=[C:19]2[OH:24])[C:17](=[O:25])[C:16]2[C:15]([OH:26])=[C:14]([NH:27][C:28]([C@@H:30]4[CH2:34][CH2:33][CH2:32][NH:31]4)=[O:29])[CH:13]=[C:12]([N:45]([CH3:46])[CH3:47])[C:11]=2[CH2:10]3)[C@H:6]([N:48]([CH3:50])[CH3:49])[C:5]=1[OH:51])(=[O:3])[NH2:2]. The yield is 0.720.